The task is: Predict the reaction yield, written as a fraction of the theoretical maximum amount of product (1.0 means a 100% yield; for example, 0.34 means a 34% yield).. This data is from Reaction yield outcomes from USPTO patents with 853,638 reactions. (1) The reactants are Cl.[F:2][C:3]1[CH:4]=[C:5]([CH:25]=[CH:26][C:27]=1[OH:28])[NH:6][C:7]1[C:16]2[C:11](=[CH:12][CH:13]=[CH:14][C:15]=2[O:17][CH:18]2[CH2:23][CH2:22][N:21]([CH3:24])[CH2:20][CH2:19]2)[N:10]=[CH:9][N:8]=1.[C:29]([C:31]1[CH:38]=[CH:37][CH:36]=[CH:35][C:32]=1[CH2:33]Cl)#[N:30]. No catalyst specified. The product is [C:29]([C:31]1[CH:38]=[CH:37][CH:36]=[CH:35][C:32]=1[CH2:33][O:28][C:27]1[CH:26]=[CH:25][C:5]([NH:6][C:7]2[C:16]3[C:11](=[CH:12][CH:13]=[CH:14][C:15]=3[O:17][CH:18]3[CH2:23][CH2:22][N:21]([CH3:24])[CH2:20][CH2:19]3)[N:10]=[CH:9][N:8]=2)=[CH:4][C:3]=1[F:2])#[N:30]. The yield is 0.120. (2) The yield is 0.210. The catalyst is [C-]#N.[Zn+2].[C-]#N.C1C=CC([P]([Pd]([P](C2C=CC=CC=2)(C2C=CC=CC=2)C2C=CC=CC=2)([P](C2C=CC=CC=2)(C2C=CC=CC=2)C2C=CC=CC=2)[P](C2C=CC=CC=2)(C2C=CC=CC=2)C2C=CC=CC=2)(C2C=CC=CC=2)C2C=CC=CC=2)=CC=1. The reactants are Br[C:2]1[CH:3]=[C:4]([CH:25]=[CH:26][CH:27]=1)[O:5][C:6]1[S:10][C:9]([CH2:11][NH:12][C:13]([C:15]2[CH:16]=[C:17]3[C:22](=[CH:23][CH:24]=2)[N:21]=[CH:20][CH:19]=[CH:18]3)=[O:14])=[CH:8][CH:7]=1.C(OCC)(=O)C.O.[CH3:35][N:36](C)C=O. The product is [C:35]([C:2]1[CH:3]=[C:4]([CH:25]=[CH:26][CH:27]=1)[O:5][C:6]1[S:10][C:9]([CH2:11][NH:12][C:13]([C:15]2[CH:16]=[C:17]3[C:22](=[CH:23][CH:24]=2)[N:21]=[CH:20][CH:19]=[CH:18]3)=[O:14])=[CH:8][CH:7]=1)#[N:36]. (3) The reactants are ClC(Cl)(O[C:5](=[O:11])OC(Cl)(Cl)Cl)Cl.[O:13]1[CH2:18][CH:17]=[C:16]([C:19]2[N:24]=[C:23]([N:25]3[CH2:30][CH2:29][O:28][CH2:27][CH2:26]3)[N:22]=[C:21]([C:31]3[CH:36]=[CH:35][C:34]([NH2:37])=[CH:33][CH:32]=3)[N:20]=2)[CH2:15][CH2:14]1.[NH2:38][C:39]1[CH:44]=[CH:43][N:42]=[CH:41][CH:40]=1.CCN(CC)CC. The yield is 0.220. The product is [O:13]1[CH2:14][CH:15]=[C:16]([C:19]2[N:24]=[C:23]([N:25]3[CH2:26][CH2:27][O:28][CH2:29][CH2:30]3)[N:22]=[C:21]([C:31]3[CH:36]=[CH:35][C:34]([NH:37][C:5]([NH:38][C:39]4[CH:44]=[CH:43][N:42]=[CH:41][CH:40]=4)=[O:11])=[CH:33][CH:32]=3)[N:20]=2)[CH2:17][CH2:18]1. The catalyst is C(Cl)Cl.